Dataset: Experimentally validated miRNA-target interactions with 360,000+ pairs, plus equal number of negative samples. Task: Binary Classification. Given a miRNA mature sequence and a target amino acid sequence, predict their likelihood of interaction. (1) The miRNA is hsa-miR-6771-5p with sequence CUCGGGAGGGCAUGGGCCAGGC. Result: 0 (no interaction). The protein sequence of the target gene is MAAAAECDVVMAATEPELLDDQEAKREAETFKEQGNAYYAKKDYNEAYNYYTKAIDMCPKNASYYGNRAATLMMLGRFREALGDAQQSVRLDDSFVRGHLREGKCHLSLGNAMAACRSFQRALELDHKNAQAQQEFKNANAVMEYEKIAETDFEKRDFRKVVFCMDRALEFAPACHRFKILKAECLAMLGRYPEAQSVASDILRMDSTNADALYVRGLCLYYEDCIEKAVQFFVQALRMAPDHEKACIACRNAKALKAKKEDGNKAFKEGNYKLAYELYTEALGIDPNNIKTNAKLYCNR.... (2) The protein sequence of the target gene is MIQAQESITLEDVAVDFTWEEWQLLGAAQKDLYRDVMLENYSNLVAVGYQASKPDALFKLEQGEQLWTIEDGIHSGACSDIWKVDHVLERLQSESLVNRRKPCHEHDAFENIVHCSKSQFLLGQNHDIFDLRGKSLKSNLTLVNQSKGYEIKNSVEFTGNGDSFLHANHERLHTAIKFPASQKLISTKSQFISPKHQKTRKLEKHHVCSECGKAFIKKSWLTDHQVMHTGEKPHRCSLCEKAFSRKFMLTEHQRTHTGEKPYECPECGKAFLKKSRLNIHQKTHTGEKPYICSECGKGFI.... Result: 0 (no interaction). The miRNA is hsa-miR-4275 with sequence CCAAUUACCACUUCUUU. (3) The miRNA is hsa-miR-4760-5p with sequence UUUAGAUUGAACAUGAAGUUAG. The protein sequence of the target gene is MRKMLAAVSRVLSGASQKPASRVLVASRNFANDATFEIKKCDLHRLEEGPPVTTVLTREDGLKYYRMMQTVRRMELKADQLYKQKIIRGFCHLCDGQEACCVGLEAGINPTDHLITAYRAHGFTFTRGLSVREILAELTGRKGGCAKGKGGSMHMYAKNFYGGNGIVGAQVPLGAGIALACKYNGKDEVCLTLYGDGAANQGQIFEAYNMAALWKLPCIFICENNRYGMGTSVERAAASTDYYKRGDFIPGLRVDGMDILCVREATRFAAAYCRSGKGPILMELQTYRYHGHSMSDPGVS.... Result: 0 (no interaction). (4) The miRNA is hsa-miR-6854-5p with sequence AAGCUCAGGUUUGAGAACUGCUGA. The protein sequence of the target gene is MAAQLNVEQLEVSLDGLTLSPDSEERPGAEGAPPQTPPSSAPGNGLGSGASGQQREPGEAAAEGAAEEARRMEQHWGFGLEELYGLALRFYKIKDGKAFHPTYEEKLKFVALHKQVLLGPYNPDTSPEVGFFDVLGNDRRREWAALGNMSKEDAMVEFVKLLNKCCPLLSAYVASHRIEKEEEEKRRKAEEERRQREEEERERLQKEEEKRKREKEDRLRREEEERRRIEEERLRLEQQKQQIMAALNSQTAVQFQQYAAQQYPGNYEQQQILIRQLQEQHYQQYMQQLYQVQLAQQQAA.... Result: 0 (no interaction). (5) The miRNA is hsa-miR-6818-5p with sequence UUGUGUGAGUACAGAGAGCAUC. The protein sequence of the target gene is MAHVRHFRTLVSGFYFWEAALLLSLVATKETDSARSRSAPMSPSDFLDKLMGRTSGYDARIRPNFKGPPVNVTCNIFINSFGSIAETTMDYRVNIFLRQKWNDPRLAYSEYPDDSLDLDPSMLDSIWKPDLFFANEKGANFHEVTTDNKLLRIFKNGNVLYSIRLTLTLSCPMDLKNFPMDVQTCIMQLESFGYTMNDLIFEWQDEAPVQVAEGLTLPQFLLKEEKDLRYCTKHYNTGKFTCIEVRFHLERQMGYYLIQMYIPSLLIVILSWVSFWINMDAAPARVALGITTVLTMTTQS.... Result: 1 (interaction). (6) Result: 0 (no interaction). The protein sequence of the target gene is MAGQFRSYVWDPLLILSQIVLMQTVYYGSLGLWLALVDGLVRSSPSLDQMFDAEILGFSTPPGRLSMMSFILNALTCALGLLYFIRRGKQCLDFTVTVHFFHLLGCWFYSSRFPSALTWWLVQAVCIALMAVIGEYLCMRTELKEIPLNSAPKSNV. The miRNA is hsa-miR-4536-5p with sequence UGUGGUAGAUAUAUGCACGAU. (7) The miRNA is hsa-miR-4468 with sequence AGAGCAGAAGGAUGAGAU. The protein sequence of the target gene is MISAAQLLDELMGRDRNLAPDEKRSNVRWDHESVCKYYLCGFCPAELFTNTRSDLGPCEKIHDENLRKQYEKSSRFMKVGYERDFLRYLQSLLAEVERRIRRGHARLALSQNQQSSGAAGPTGKNEEKIQVLTDKIDVLLQQIEELGSEGKVEEAQGMMKLVEQLKEERELLRSTTSTIESFAAQEKQMEVCEVCGAFLIVGDAQSRVDDHLMGKQHMGYAKIKATVEELKEKLRKRTEEPDRDERLKKEKQEREEREKEREREREERERKRRREEEEREKERARDRERRKRSRSRSRHS.... Result: 1 (interaction). (8) The miRNA is hsa-miR-181c-5p with sequence AACAUUCAACCUGUCGGUGAGU. The protein sequence of the target gene is MSHLFDPRLPALAASPMLYLYGPERPGLPLAFAPAAALAASGRAETPQKPPYSYIALIAMAIQDAPEQRVTLNGIYQFIMDRFPFYHDNRQGWQNSIRHNLSLNDCFVKVPREKGRPGKGSYWTLDPRCLDMFENGNYRRRKRKPKPGPGAPEAKRPRAETHQRSAEAQPEAGSGAGGSGPAISRLQAAPAGPSPLLDGPSPPAPLHWPGTASPNEDAGDAAQGAAAVAVGQAARTGDGPGSPLRPASRSSPKSSDKSKSFSIDSILAGKQGQKPPSGDELLGGAKPGPGGRLGASLLAA.... Result: 1 (interaction).